Predict which catalyst facilitates the given reaction. From a dataset of Catalyst prediction with 721,799 reactions and 888 catalyst types from USPTO. (1) Reactant: [Cl:1][C:2]1[CH:3]=[C:4]([CH:20]=[CH2:21])[CH:5]=[C:6]2[C:10]=1[C:9](=[O:11])[N:8]([CH2:12][C:13]1[CH:18]=[CH:17][C:16]([F:19])=[CH:15][CH:14]=1)[CH2:7]2.[H][H].CCCCCC.C(OCC)(=O)C. Product: [Cl:1][C:2]1[CH:3]=[C:4]([CH2:20][CH3:21])[CH:5]=[C:6]2[C:10]=1[C:9](=[O:11])[N:8]([CH2:12][C:13]1[CH:18]=[CH:17][C:16]([F:19])=[CH:15][CH:14]=1)[CH2:7]2. The catalyst class is: 63. (2) Reactant: [CH3:1][O:2][C:3]1[CH:4]=[C:5]2[C:10](=[CH:11][C:12]=1[O:13][CH3:14])[N:9]=[CH:8][CH:7]=[C:6]2[O:15][C:16]1[CH:22]=[CH:21][C:19]([NH2:20])=[C:18]([CH3:23])[C:17]=1[CH3:24].C1(C)C=CC=CC=1.C(N(CC)CC)C.Cl[C:40](Cl)([O:42]C(=O)OC(Cl)(Cl)Cl)Cl.[F:51][C:52]([F:63])([F:62])[C:53]1[CH:54]=[C:55]([CH:59]=[CH:60][CH:61]=1)[CH:56]([OH:58])[CH3:57]. Product: [CH3:1][O:2][C:3]1[CH:4]=[C:5]2[C:10](=[CH:11][C:12]=1[O:13][CH3:14])[N:9]=[CH:8][CH:7]=[C:6]2[O:15][C:16]1[CH:22]=[CH:21][C:19]([NH:20][C:40](=[O:42])[O:58][CH:56]([C:55]2[CH:59]=[CH:60][CH:61]=[C:53]([C:52]([F:62])([F:63])[F:51])[CH:54]=2)[CH3:57])=[C:18]([CH3:23])[C:17]=1[CH3:24]. The catalyst class is: 2. (3) Reactant: [O:1]([C:8]1[CH:9]=[C:10]([CH:13]=[CH:14][CH:15]=1)[CH2:11]Cl)[C:2]1[CH:7]=[CH:6][CH:5]=[CH:4][CH:3]=1.N[C:17]([NH2:19])=[S:18].[OH-].[Na+].ClC1[S:24][C:25]2[C:31](=[O:32])[CH2:30][CH2:29][CH2:28][C:26]=2N=1.Cl. Product: [O:1]([C:8]1[CH:9]=[C:10]([CH:13]=[CH:14][CH:15]=1)[CH2:11][S:18][C:17]1[S:24][C:25]2[C:31](=[O:32])[CH2:30][CH2:29][CH2:28][C:26]=2[N:19]=1)[C:2]1[CH:7]=[CH:6][CH:5]=[CH:4][CH:3]=1. The catalyst class is: 8. (4) Reactant: C1CCN2C(=NCCC2)CC1.[Cl:12][C:13]1[CH:14]=[C:15]2[N:33]([CH2:34][O:35][CH2:36][CH2:37][Si:38]([CH3:41])([CH3:40])[CH3:39])[C:32](S(C)(=O)=O)=[N:31][C:16]2=[N:17][C:18]=1[C:19]1[CH:24]=[CH:23][C:22]([C:25]2[CH:30]=[CH:29][CH:28]=[CH:27][CH:26]=2)=[CH:21][CH:20]=1.[NH2:46][C@H:47]1[CH2:51][O:50][C@@H:49]2[C@H:52]([NH:55][C:56](=[O:62])[O:57][C:58]([CH3:61])([CH3:60])[CH3:59])[CH2:53][O:54][C@H:48]12. Product: [Cl:12][C:13]1[CH:14]=[C:15]2[N:33]([CH2:34][O:35][CH2:36][CH2:37][Si:38]([CH3:41])([CH3:40])[CH3:39])[C:32]([NH:46][C@H:47]3[CH2:51][O:50][C@@H:49]4[C@H:52]([NH:55][C:56](=[O:62])[O:57][C:58]([CH3:60])([CH3:59])[CH3:61])[CH2:53][O:54][C@H:48]34)=[N:31][C:16]2=[N:17][C:18]=1[C:19]1[CH:24]=[CH:23][C:22]([C:25]2[CH:30]=[CH:29][CH:28]=[CH:27][CH:26]=2)=[CH:21][CH:20]=1. The catalyst class is: 39. (5) Reactant: [N:1]1([C:9]([O:11][CH2:12][C:13]2[CH:18]=[CH:17][CH:16]=[CH:15][CH:14]=2)=[O:10])[CH2:8][CH2:7][CH2:6][C@H:2]1[C:3]([OH:5])=O.C(N1C=CN=C1)(N1C=CN=C1)=O.[C:31](=[N:34]O)([NH2:33])[CH3:32]. Product: [CH2:12]([O:11][C:9]([N:1]1[CH2:8][CH2:7][CH2:6][C@H:2]1[C:3]1[O:5][N:34]=[C:31]([CH3:32])[N:33]=1)=[O:10])[C:13]1[CH:18]=[CH:17][CH:16]=[CH:15][CH:14]=1. The catalyst class is: 39.